Dataset: Full USPTO retrosynthesis dataset with 1.9M reactions from patents (1976-2016). Task: Predict the reactants needed to synthesize the given product. (1) Given the product [CH3:38][O:33][C:32](=[O:34])[CH2:31][CH2:30][C:27]1[CH:28]=[CH:29][C:24]([CH2:23][CH2:22][NH:21][C:17]2[N:16]=[C:15]3[C:14]([N:13]=[CH:12][N:11]3[CH:9]3[CH:8]([OH:35])[CH:7]([OH:36])[CH:6]([C:4](=[O:5])[NH:3][CH2:2][CH3:1])[O:10]3)=[C:19]([NH2:20])[N:18]=2)=[CH:25][CH:26]=1, predict the reactants needed to synthesize it. The reactants are: [CH3:1][CH2:2][NH:3][C:4]([C@H:6]1[O:10][CH:9]([N:11]2[C:15]3[N:16]=[C:17]([NH:21][CH2:22][CH2:23][C:24]4[CH:29]=[CH:28][C:27]([CH2:30][CH2:31][C:32]([OH:34])=[O:33])=[CH:26][CH:25]=4)[N:18]=[C:19]([NH2:20])[C:14]=3[N:13]=[CH:12]2)[C@@H:8]([OH:35])[C@H:7]1[OH:36])=[O:5].[Si](C=[N+]=[N-])(C)(C)[CH3:38].CO.O. (2) Given the product [C:1]([O:5][C:6]([N:8]1[CH2:17][C:16]([CH3:19])([CH3:18])[C:15]2[C:10](=[CH:11][C:12]([NH:20][C:21](=[O:29])[C:22]3[CH:27]=[CH:26][CH:25]=[CH:24][C:23]=3[N:28]=[CH:36][C:33]3[CH:34]=[CH:35][N:30]=[N:31][CH:32]=3)=[CH:13][CH:14]=2)[CH2:9]1)=[O:7])([CH3:2])([CH3:3])[CH3:4], predict the reactants needed to synthesize it. The reactants are: [C:1]([O:5][C:6]([N:8]1[CH2:17][C:16]([CH3:19])([CH3:18])[C:15]2[C:10](=[CH:11][C:12]([NH:20][C:21](=[O:29])[C:22]3[CH:27]=[CH:26][CH:25]=[CH:24][C:23]=3[NH2:28])=[CH:13][CH:14]=2)[CH2:9]1)=[O:7])([CH3:4])([CH3:3])[CH3:2].[N:30]1[CH:35]=[CH:34][C:33]([CH:36]=O)=[CH:32][N:31]=1.C1(C)C=CC(S(O)(=O)=O)=CC=1.[BH4-].[Na+].